Dataset: Catalyst prediction with 721,799 reactions and 888 catalyst types from USPTO. Task: Predict which catalyst facilitates the given reaction. (1) Reactant: Cl[C:2]1[CH:3]=[C:4]2[C:10]3([CH2:14][CH2:13][N:12]([CH2:15]/[CH:16]=[CH:17]/[C:18]4[CH:23]=[CH:22][C:21]([Cl:24])=[CH:20][CH:19]=4)[CH2:11]3)[CH2:9][NH:8][C:5]2=[CH:6][CH:7]=1.C(N(CC)CC)C.[Cl:32][C:33]1[CH:34]=[C:35]([CH:39]=[CH:40][N:41]=1)[C:36](Cl)=[O:37].C(=O)(O)[O-].[Na+]. Product: [Cl:32][C:33]1[CH:34]=[C:35]([C:36]([N:8]2[C:5]3[C:4](=[CH:3][CH:2]=[CH:7][CH:6]=3)[C:10]3([CH2:14][CH2:13][N:12]([CH2:15]/[CH:16]=[CH:17]/[C:18]4[CH:23]=[CH:22][C:21]([Cl:24])=[CH:20][CH:19]=4)[CH2:11]3)[CH2:9]2)=[O:37])[CH:39]=[CH:40][N:41]=1. The catalyst class is: 4. (2) Reactant: CC(C[AlH]CC(C)C)C.C1(C)C=CC=CC=1.C([O:19][C:20](=O)/[CH:21]=[C:22](/[C:24]1[CH:29]=[CH:28][C:27]([C:30]2[CH:35]=[CH:34][C:33]([Cl:36])=[CH:32][CH:31]=2)=[CH:26][CH:25]=1)\[CH3:23])C.Cl. Product: [Cl:36][C:33]1[CH:32]=[CH:31][C:30]([C:27]2[CH:28]=[CH:29][C:24](/[C:22](/[CH3:23])=[CH:21]/[CH2:20][OH:19])=[CH:25][CH:26]=2)=[CH:35][CH:34]=1. The catalyst class is: 36. (3) Reactant: [CH2:1]([O:3][C:4](=[O:22])[C:5]1[CH:10]=[CH:9][C:8]([NH:11][C:12]2[N:21]=[C:15]3[C:16](Br)=[CH:17][CH:18]=[CH:19][N:14]3[N:13]=2)=[CH:7][CH:6]=1)[CH3:2].[Cl:23][C:24]1[CH:29]=[CH:28][C:27]([C:30]2([OH:36])[CH2:35][CH2:34][NH:33][CH2:32][CH2:31]2)=[CH:26][CH:25]=1.C(=O)([O-])[O-].[Cs+].[Cs+].C1(P(C2C=CC=CC=2)C2C3OC4C(=CC=CC=4P(C4C=CC=CC=4)C4C=CC=CC=4)C(C)(C)C=3C=CC=2)C=CC=CC=1. Product: [CH2:1]([O:3][C:4](=[O:22])[C:5]1[CH:10]=[CH:9][C:8]([NH:11][C:12]2[N:21]=[C:15]3[C:16]([N:33]4[CH2:32][CH2:31][C:30]([C:27]5[CH:28]=[CH:29][C:24]([Cl:23])=[CH:25][CH:26]=5)([OH:36])[CH2:35][CH2:34]4)=[CH:17][CH:18]=[CH:19][N:14]3[N:13]=2)=[CH:7][CH:6]=1)[CH3:2]. The catalyst class is: 102. (4) Reactant: [F:1][C:2]1[CH:3]=[C:4]([N:9]2[C:14](=[O:15])[C:13]([C:16]3[CH:21]=[CH:20][C:19]([F:22])=[C:18]([CH3:23])[CH:17]=3)=[C:12]([C:24]3[CH:29]=[CH:28][C:27]([S:30](C)(=[O:32])=[O:31])=[CH:26][CH:25]=3)[CH:11]=[N:10]2)[CH:5]=[CH:6][C:7]=1[F:8].[NH3:34]. Product: [F:1][C:2]1[CH:3]=[C:4]([N:9]2[C:14](=[O:15])[C:13]([C:16]3[CH:21]=[CH:20][C:19]([F:22])=[C:18]([CH3:23])[CH:17]=3)=[C:12]([C:24]3[CH:29]=[CH:28][C:27]([S:30]([NH2:34])(=[O:32])=[O:31])=[CH:26][CH:25]=3)[CH:11]=[N:10]2)[CH:5]=[CH:6][C:7]=1[F:8]. The catalyst class is: 6. (5) Reactant: [F:1][C:2]1[CH:7]=[CH:6][C:5]([CH2:8][NH:9][C@H:10]2[CH:19]3[CH:14]4[CH:15]5[CH:16]6[CH:18]3[CH:17]6[CH:12]([CH:13]45)[C@H:11]2[C:20](OC)=[O:21])=[CH:4][CH:3]=1.[CH3:24][S:25]([NH:28][C:29]1[CH:44]=[CH:43][C:32]2[NH:33][C:34]([CH2:39][C:40](O)=[O:41])=[N:35][S:36](=[O:38])(=[O:37])[C:31]=2[CH:30]=1)(=[O:27])=[O:26].Cl.CN(C)CCCN=C=NCC.C(N(CC)CC)C. Product: [F:1][C:2]1[CH:7]=[CH:6][C:5]([CH2:8][N:9]2[C:40](=[O:41])[C:39]([C:34]3[NH:33][C:32]4[CH:43]=[CH:44][C:29]([NH:28][S:25]([CH3:24])(=[O:27])=[O:26])=[CH:30][C:31]=4[S:36](=[O:38])(=[O:37])[N:35]=3)=[C:20]([OH:21])[C@H:11]3[C@@H:10]2[CH:19]2[CH:14]4[CH:13]5[CH:12]3[CH:17]3[CH:16]([CH:15]45)[CH:18]23)=[CH:4][CH:3]=1. The catalyst class is: 42. (6) Reactant: [CH3:1][O:2][CH:3]1[CH2:10][CH:9]2[CH:5]([CH2:6][CH:7]([N:11]=[N+]=[N-])[CH2:8]2)[CH2:4]1.C(Cl)(Cl)Cl. Product: [CH3:1][O:2][CH:3]1[CH2:10][CH:9]2[CH:5]([CH2:6][CH:7]([NH2:11])[CH2:8]2)[CH2:4]1. The catalyst class is: 19. (7) Reactant: [C:1]1([C:8]2[CH:13]=[CH:12][CH:11]=[CH:10][CH:9]=2)[CH:6]=[CH:5][C:4]([NH2:7])=[CH:3][CH:2]=1.C(N(CC)CC)C.[CH3:21][O:22][C:23]1[CH:31]=[CH:30][C:26]([C:27](Cl)=[O:28])=[CH:25][C:24]=1[N+:32]([O-:34])=[O:33].O. Product: [C:1]1([C:8]2[CH:13]=[CH:12][CH:11]=[CH:10][CH:9]=2)[CH:2]=[CH:3][C:4]([NH:7][C:27](=[O:28])[C:26]2[CH:30]=[CH:31][C:23]([O:22][CH3:21])=[C:24]([N+:32]([O-:34])=[O:33])[CH:25]=2)=[CH:5][CH:6]=1. The catalyst class is: 1. (8) Reactant: [CH3:1][O:2][C:3]1[CH:4]=[C:5]2[C:10](=[CH:11][C:12]=1[O:13][CH3:14])[N:9]=[CH:8][N:7]=[C:6]2[O:15][C:16]1[CH:22]=[CH:21][C:19]([NH2:20])=[CH:18][CH:17]=1.C1(C)C=CC=CC=1.C(N(CC)CC)C.ClC(Cl)(O[C:41](=[O:47])[O:42][C:43](Cl)(Cl)Cl)Cl.[F:49][C:50]1[CH:51]=[C:52]([CH:57]=[CH:58][CH:59]=1)[O:53][CH2:54]CO. Product: [CH3:1][O:2][C:3]1[CH:4]=[C:5]2[C:10](=[CH:11][C:12]=1[O:13][CH3:14])[N:9]=[CH:8][N:7]=[C:6]2[O:15][C:16]1[CH:22]=[CH:21][C:19]([NH:20][C:41](=[O:47])[O:42][CH2:43][CH2:54][O:53][C:52]2[CH:57]=[CH:58][CH:59]=[C:50]([F:49])[CH:51]=2)=[CH:18][CH:17]=1. The catalyst class is: 2. (9) Reactant: CCN(CC)CC.[F:8][C:9]1[CH:17]=[CH:16][CH:15]=[C:14]2[C:10]=1[C:11]([C:18](=[O:22])[C:19](Cl)=[O:20])=[CH:12][NH:13]2.OC(C(F)(F)F)=O.[C:30]1([C:36]([N:38]2[CH2:43][CH2:42][NH:41][CH2:40][CH2:39]2)=[NH:37])[CH:35]=[CH:34][CH:33]=[CH:32][CH:31]=1. Product: [F:8][C:9]1[CH:17]=[CH:16][CH:15]=[C:14]2[C:10]=1[C:11]([C:18](=[O:22])[C:19]([N:41]1[CH2:42][CH2:43][N:38]([C:36](=[NH:37])[C:30]3[CH:35]=[CH:34][CH:33]=[CH:32][CH:31]=3)[CH2:39][CH2:40]1)=[O:20])=[CH:12][NH:13]2. The catalyst class is: 1.